Task: Predict the reactants needed to synthesize the given product.. Dataset: Full USPTO retrosynthesis dataset with 1.9M reactions from patents (1976-2016) (1) Given the product [NH2:1][C:2]1[C:7]2=[C:8]([Br:30])[CH:9]=[C:10]([C:11]3[CH:12]=[CH:13][C:14]([N:17]4[CH2:18][CH2:19][N:20]([C:23]([O:25][C:26]([CH3:29])([CH3:28])[CH3:27])=[O:24])[CH2:21][CH2:22]4)=[CH:15][CH:16]=3)[N:6]2[N:5]=[CH:4][N:3]=1, predict the reactants needed to synthesize it. The reactants are: [NH2:1][C:2]1[C:7]2=[CH:8][CH:9]=[C:10]([C:11]3[CH:16]=[CH:15][C:14]([N:17]4[CH2:22][CH2:21][N:20]([C:23]([O:25][C:26]([CH3:29])([CH3:28])[CH3:27])=[O:24])[CH2:19][CH2:18]4)=[CH:13][CH:12]=3)[N:6]2[N:5]=[CH:4][N:3]=1.[Br:30]N1C(C)(C)C(=O)N(Br)C1=O.[O-]S([O-])=O.[Na+].[Na+]. (2) Given the product [N:23]1[CH:28]=[CH:27][CH:26]=[C:25]([C:2]2[C@:3]3([CH2:19][CH2:18][C@H:17]4[C@@H:8]([CH2:9][CH2:10][C:11]5[CH:12]=[C:13]([C:20]([NH2:22])=[O:21])[CH:14]=[CH:15][C:16]=54)[C@@H:5]3[CH2:6][CH:7]=2)[CH3:4])[CH:24]=1, predict the reactants needed to synthesize it. The reactants are: I[C:2]1[C@:3]2([CH2:19][CH2:18][C@H:17]3[C@@H:8]([CH2:9][CH2:10][C:11]4[CH:12]=[C:13]([C:20]([NH2:22])=[O:21])[CH:14]=[CH:15][C:16]=43)[C@@H:5]2[CH2:6][CH:7]=1)[CH3:4].[N:23]1[CH:28]=[CH:27][CH:26]=[C:25](B(O)O)[CH:24]=1.[Cl-].[Li+].C(=O)([O-])[O-].[Na+].[Na+]. (3) Given the product [Cl:1][C:2]1[CH:3]=[CH:4][C:5]2[O:11][C:19](=[O:20])[NH:9][C:7](=[O:8])[C:6]=2[CH:10]=1, predict the reactants needed to synthesize it. The reactants are: [Cl:1][C:2]1[CH:3]=[CH:4][C:5]([OH:11])=[C:6]([CH:10]=1)[C:7]([NH2:9])=[O:8].N1C=CC=CC=1.Cl[C:19](OCC)=[O:20].Cl. (4) Given the product [NH2:8][CH2:9][CH:10]1[CH2:14][CH2:13][CH2:12][N:11]1[C:15]([C:17]1[CH:43]=[CH:42][C:20]([C:21]([NH:23][CH:24]([C:32]2[NH:36][C:35]3[CH:37]=[CH:38][C:39]([Cl:41])=[CH:40][C:34]=3[N:33]=2)[CH2:25][C:26]2[CH:31]=[CH:30][CH:29]=[CH:28][N:27]=2)=[O:22])=[CH:19][C:18]=1[Cl:44])=[O:16], predict the reactants needed to synthesize it. The reactants are: C(OC([NH:8][CH2:9][CH:10]1[CH2:14][CH2:13][CH2:12][N:11]1[C:15]([C:17]1[CH:43]=[CH:42][C:20]([C:21]([NH:23][CH:24]([C:32]2[NH:36][C:35]3[CH:37]=[CH:38][C:39]([Cl:41])=[CH:40][C:34]=3[N:33]=2)[CH2:25][C:26]2[CH:31]=[CH:30][CH:29]=[CH:28][N:27]=2)=[O:22])=[CH:19][C:18]=1[Cl:44])=[O:16])=O)(C)(C)C.FC(F)(F)C(O)=O.ClCCl.CO.N.ClCl. (5) Given the product [O-:26][N+:25]1[O:27][N:1]=[C:2]2[CH:11]=[C:10]3[C:5]([CH2:6][CH2:7][CH:8]([N:12]4[CH2:17][CH2:16][N:15]([C:18]([O:20][C:21]([CH3:22])([CH3:23])[CH3:24])=[O:19])[CH2:14][CH2:13]4)[CH2:9]3)=[CH:4][C:3]=12, predict the reactants needed to synthesize it. The reactants are: [NH2:1][C:2]1[CH:11]=[C:10]2[C:5]([CH2:6][CH2:7][CH:8]([N:12]3[CH2:17][CH2:16][N:15]([C:18]([O:20][C:21]([CH3:24])([CH3:23])[CH3:22])=[O:19])[CH2:14][CH2:13]3)[CH2:9]2)=[CH:4][C:3]=1[N+:25]([O-:27])=[O:26].[OH-].[K+].Cl[O-].[Na+].